Dataset: Full USPTO retrosynthesis dataset with 1.9M reactions from patents (1976-2016). Task: Predict the reactants needed to synthesize the given product. Given the product [Br:4][C:5]1[CH:6]=[C:7]([NH2:15])[C:8]([NH:9][CH:10]([CH3:11])[CH3:12])=[CH:13][CH:14]=1, predict the reactants needed to synthesize it. The reactants are: [Sn](Cl)Cl.[Br:4][C:5]1[CH:14]=[CH:13][C:8]([NH:9][CH:10]([CH3:12])[CH3:11])=[C:7]([N+:15]([O-])=O)[CH:6]=1.[OH-].[Na+].